This data is from Catalyst prediction with 721,799 reactions and 888 catalyst types from USPTO. The task is: Predict which catalyst facilitates the given reaction. (1) Reactant: [NH2:1][C@@H:2]([C:5]1[CH:10]=[CH:9][CH:8]=[CH:7][CH:6]=1)[CH2:3][OH:4].[C:11]([Si:15](Cl)([CH3:17])[CH3:16])([CH3:14])([CH3:13])[CH3:12].C(N(CC)CC)C. Product: [Si:15]([O:4][CH2:3][C@H:2]([C:5]1[CH:10]=[CH:9][CH:8]=[CH:7][CH:6]=1)[NH2:1])([C:11]([CH3:14])([CH3:13])[CH3:12])([CH3:17])[CH3:16]. The catalyst class is: 119. (2) Reactant: [CH:1]([Mg]Br)=[CH2:2].[Br:5][C:6]1[CH:11]=[CH:10][C:9]([CH:12]([CH3:14])[CH3:13])=[C:8]([N+:15]([O-])=O)[CH:7]=1.[NH4+].[Cl-]. Product: [Br:5][C:6]1[CH:11]=[CH:10][C:9]([CH:12]([CH3:14])[CH3:13])=[C:8]2[C:7]=1[CH:1]=[CH:2][NH:15]2. The catalyst class is: 1. (3) Reactant: [NH2:1][C:2]1[NH:6][N:5]=[CH:4][C:3]=1[C:7]#[N:8].[CH2:9]([O:16][C:17]1[CH:24]=[CH:23][C:20]([CH:21]=O)=[C:19]([O:25][CH3:26])[CH:18]=1)[C:10]1[CH:15]=[CH:14][CH:13]=[CH:12][CH:11]=1.[CH:27]1([N+:32]#[C-:33])[CH2:31][CH2:30][CH2:29][CH2:28]1.Cl(O)(=O)(=O)=O. Product: [CH2:9]([O:16][C:17]1[CH:24]=[CH:23][C:20]([C:21]2[NH:1][C:2]3[N:6]([C:33]=2[NH:32][CH:27]2[CH2:31][CH2:30][CH2:29][CH2:28]2)[N:5]=[CH:4][C:3]=3[C:7]#[N:8])=[C:19]([O:25][CH3:26])[CH:18]=1)[C:10]1[CH:15]=[CH:14][CH:13]=[CH:12][CH:11]=1. The catalyst class is: 5. (4) Reactant: [NH2:1][C:2]1[N:6]([C:7]2[CH:12]=[CH:11][C:10]([F:13])=[CH:9][CH:8]=2)[N:5]=[CH:4][C:3]=1[C:14](=[O:31])[C:15]1[CH:20]=[CH:19][CH:18]=[C:17]([CH2:21][CH2:22][O:23][Si](C(C)(C)C)(C)C)[CH:16]=1.[F-].C([N+](CCCC)(CCCC)CCCC)CCC. Product: [NH2:1][C:2]1[N:6]([C:7]2[CH:12]=[CH:11][C:10]([F:13])=[CH:9][CH:8]=2)[N:5]=[CH:4][C:3]=1[C:14](=[O:31])[C:15]1[CH:20]=[CH:19][CH:18]=[C:17]([CH2:21][CH2:22][OH:23])[CH:16]=1. The catalyst class is: 334. (5) Reactant: [CH3:1][C:2]1[CH:7]=[C:6]([O:8][C@H:9]2[CH2:13][CH2:12][NH:11][CH2:10]2)[CH:5]=[C:4]([CH3:14])[C:3]=1[C:15]1[CH:20]=[CH:19][CH:18]=[C:17]([CH2:21][O:22][C:23]2[CH:36]=[CH:35][C:26]3[C@H:27]([CH2:30][C:31]([O:33][CH3:34])=[O:32])[CH2:28][O:29][C:25]=3[CH:24]=2)[CH:16]=1.[CH3:37][S:38](Cl)(=[O:40])=[O:39].C(N(CC)CC)C.C(OCC)(=O)C. Product: [CH3:14][C:4]1[CH:5]=[C:6]([O:8][C@H:9]2[CH2:13][CH2:12][N:11]([S:38]([CH3:37])(=[O:40])=[O:39])[CH2:10]2)[CH:7]=[C:2]([CH3:1])[C:3]=1[C:15]1[CH:20]=[CH:19][CH:18]=[C:17]([CH2:21][O:22][C:23]2[CH:36]=[CH:35][C:26]3[C@H:27]([CH2:30][C:31]([O:33][CH3:34])=[O:32])[CH2:28][O:29][C:25]=3[CH:24]=2)[CH:16]=1. The catalyst class is: 4. (6) Reactant: [CH2:1]([O:8][C:9]1[CH:14]=[CH:13][CH:12]=[CH:11][C:10]=1[S:15](Cl)(=[O:17])=[O:16])[C:2]1[CH:7]=[CH:6][CH:5]=[CH:4][CH:3]=1.N1C=CC=CC=1.[C:25]([O:29][C:30](=[O:40])[CH2:31][CH:32]([NH2:39])[C:33]([N:35]([O:37][CH3:38])[CH3:36])=[O:34])([CH3:28])([CH3:27])[CH3:26]. Product: [C:25]([O:29][C:30](=[O:40])[CH2:31][C@H:32]([NH:39][S:15]([C:10]1[CH:11]=[CH:12][CH:13]=[CH:14][C:9]=1[O:8][CH2:1][C:2]1[CH:7]=[CH:6][CH:5]=[CH:4][CH:3]=1)(=[O:17])=[O:16])[C:33]([N:35]([O:37][CH3:38])[CH3:36])=[O:34])([CH3:26])([CH3:28])[CH3:27]. The catalyst class is: 4. (7) Reactant: C1OCCOCCOCCOCCOCCOC1.[CH3:19][O:20][C:21]([CH2:23]P(=O)(OCC(F)(F)F)OCC(F)(F)F)=[O:22].C[Si]([N-][Si](C)(C)C)(C)C.[K+].[CH:48]([C:50]1[CH:51]=[CH:52][CH:53]=[C:54]2[C:59]=1[N:58]([C:60]([O:62][C:63]([CH3:66])([CH3:65])[CH3:64])=[O:61])[CH2:57][CH2:56][CH2:55]2)=O. Product: [CH3:19][O:20][C:21](=[O:22])/[CH:23]=[CH:48]\[C:50]1[CH:51]=[CH:52][CH:53]=[C:54]2[C:59]=1[N:58]([C:60]([O:62][C:63]([CH3:66])([CH3:65])[CH3:64])=[O:61])[CH2:57][CH2:56][CH2:55]2. The catalyst class is: 207.